From a dataset of Forward reaction prediction with 1.9M reactions from USPTO patents (1976-2016). Predict the product of the given reaction. (1) Given the reactants [F:1][C:2]1[CH:7]=[C:6]([C:8]([F:11])([F:10])[F:9])[CH:5]=[CH:4][C:3]=1[N:12]1[CH2:17][CH2:16][NH:15][CH2:14][CH2:13]1.[CH3:18][S:19]([C:22]1[CH:23]=[CH:24][C:25]([C:31]2[S:32][CH:33]=[CH:34][N:35]=2)=[C:26]([CH:30]=1)[C:27](O)=[O:28])(=[O:21])=[O:20], predict the reaction product. The product is: [F:1][C:2]1[CH:7]=[C:6]([C:8]([F:9])([F:10])[F:11])[CH:5]=[CH:4][C:3]=1[N:12]1[CH2:17][CH2:16][N:15]([C:27]([C:26]2[CH:30]=[C:22]([S:19]([CH3:18])(=[O:21])=[O:20])[CH:23]=[CH:24][C:25]=2[C:31]2[S:32][CH:33]=[CH:34][N:35]=2)=[O:28])[CH2:14][CH2:13]1. (2) Given the reactants [Cl:1][C:2]1[CH:7]=[CH:6][C:5]([NH:8][C:9](=[O:14])[C:10]([CH3:13])([CH3:12])[CH3:11])=[CH:4][CH:3]=1.C(O[B:19]1[O:24][C:23]([CH3:26])([CH3:25])[CH2:22][CH:21]([CH3:27])[O:20]1)(C)C, predict the reaction product. The product is: [Cl:1][C:2]1[CH:3]=[CH:4][C:5]([NH:8][C:9](=[O:14])[C:10]([CH3:11])([CH3:13])[CH3:12])=[C:6]([B:19]2[O:24][C:23]([CH3:26])([CH3:25])[CH2:22][CH:21]([CH3:27])[O:20]2)[CH:7]=1. (3) Given the reactants C(OC(=O)[NH:10][CH2:11][CH2:12][C:13]([NH:15][CH2:16][C@@H:17]([NH:29][C:30]([O:32][C:33]([CH3:36])([CH3:35])[CH3:34])=[O:31])[CH2:18][CH2:19][CH2:20][NH:21][C:22]([O:24][C:25]([CH3:28])([CH3:27])[CH3:26])=[O:23])=[O:14])C1C=CC=CC=1, predict the reaction product. The product is: [NH2:10][CH2:11][CH2:12][C:13]([NH:15][CH2:16][C@@H:17]([NH:29][C:30]([O:32][C:33]([CH3:36])([CH3:35])[CH3:34])=[O:31])[CH2:18][CH2:19][CH2:20][NH:21][C:22](=[O:23])[O:24][C:25]([CH3:28])([CH3:27])[CH3:26])=[O:14]. (4) Given the reactants [Br:1][C:2]1[C:3](=[O:29])[N:4]([C:19]2[CH:20]=[C:21]([CH:25]=[CH:26][C:27]=2[CH3:28])[C:22](O)=[O:23])[C:5]([CH3:18])=[CH:6][C:7]=1[O:8][CH2:9][C:10]1[CH:15]=[CH:14][C:13]([F:16])=[CH:12][C:11]=1[F:17].[CH2:30]([CH2:32][NH2:33])[OH:31].CCN=C=NCCCN(C)C.ON1C2C=CC=CC=2N=N1.C(N(CC)CC)C, predict the reaction product. The product is: [Br:1][C:2]1[C:3](=[O:29])[N:4]([C:19]2[CH:20]=[C:21]([CH:25]=[CH:26][C:27]=2[CH3:28])[C:22]([NH:33][CH2:32][CH2:30][OH:31])=[O:23])[C:5]([CH3:18])=[CH:6][C:7]=1[O:8][CH2:9][C:10]1[CH:15]=[CH:14][C:13]([F:16])=[CH:12][C:11]=1[F:17]. (5) Given the reactants [N+:1]([C:4]1[CH:9]=[CH:8][CH:7]=[CH:6][C:5]=1F)([O-:3])=[O:2].[CH3:11][N:12]([CH3:35])[CH2:13][CH2:14][O:15][C:16]1[CH:21]=[CH:20][C:19]([N:22]2[CH:26]=[CH:25][N:24]([C:27]3[CH:32]=[CH:31][C:30]([OH:33])=[CH:29][CH:28]=3)[C:23]2=[O:34])=[CH:18][CH:17]=1.[OH-].[K+], predict the reaction product. The product is: [CH3:11][N:12]([CH3:35])[CH2:13][CH2:14][O:15][C:16]1[CH:17]=[CH:18][C:19]([N:22]2[CH:26]=[CH:25][N:24]([C:27]3[CH:28]=[CH:29][C:30]([O:33][C:5]4[CH:6]=[CH:7][CH:8]=[CH:9][C:4]=4[N+:1]([O-:3])=[O:2])=[CH:31][CH:32]=3)[C:23]2=[O:34])=[CH:20][CH:21]=1. (6) Given the reactants [C:1]([O:4][C:5]1[CH:23]=[C:22]([NH2:24])[C:21]([Cl:25])=[CH:20][C:6]=1[C:7]([O:9][CH:10]1[CH2:15][CH:14]2[C:16]([CH3:18])([CH3:17])[C:11]1([CH3:19])[CH2:12][CH2:13]2)=[O:8])(=[O:3])[CH3:2].[Cl:26][C:27]1[CH:34]=[C:33]([Cl:35])[CH:32]=[C:29]([CH:30]=O)[C:28]=1[OH:36], predict the reaction product. The product is: [C:11]12([CH3:19])[C:16]([CH3:17])([CH3:18])[CH:14]([CH2:13][CH2:12]1)[CH2:15][CH:10]2[O:9][C:7](=[O:8])[C:6]1[CH:20]=[C:21]([Cl:25])[C:22]([NH:24][CH2:30][C:29]2[CH:32]=[C:33]([Cl:35])[CH:34]=[C:27]([Cl:26])[C:28]=2[OH:36])=[CH:23][C:5]=1[O:4][C:1](=[O:3])[CH3:2].